This data is from Full USPTO retrosynthesis dataset with 1.9M reactions from patents (1976-2016). The task is: Predict the reactants needed to synthesize the given product. The reactants are: [I:1][C:2]1[CH:32]=[CH:31][C:5]([C:6]([NH:8][NH:9][C:10](=O)[C:11]2[CH:16]=[CH:15][C:14]([N:17]3[CH2:22][CH2:21][N:20]([CH:23]4[CH2:28][CH2:27][CH:26]([CH3:29])[CH2:25][CH2:24]4)[CH2:19][CH2:18]3)=[CH:13][CH:12]=2)=O)=[CH:4][CH:3]=1.P12(SP3(SP(SP(S3)(S1)=S)(=S)S2)=S)=[S:34].[OH-].[Na+]. Given the product [I:1][C:2]1[CH:32]=[CH:31][C:5]([C:6]2[S:34][C:10]([C:11]3[CH:16]=[CH:15][C:14]([N:17]4[CH2:22][CH2:21][N:20]([CH:23]5[CH2:28][CH2:27][CH:26]([CH3:29])[CH2:25][CH2:24]5)[CH2:19][CH2:18]4)=[CH:13][CH:12]=3)=[N:9][N:8]=2)=[CH:4][CH:3]=1, predict the reactants needed to synthesize it.